Dataset: Forward reaction prediction with 1.9M reactions from USPTO patents (1976-2016). Task: Predict the product of the given reaction. (1) Given the reactants [F:1][CH:2]([F:17])[CH:3]1[CH2:8][CH:7]([C:9]([O:11]C)=[O:10])[CH2:6][CH2:5][N:4]1[C:13]([O:15][CH3:16])=[O:14].[OH-].[Li+].Cl.C(Cl)Cl, predict the reaction product. The product is: [F:17][CH:2]([F:1])[CH:3]1[CH2:8][CH:7]([C:9]([OH:11])=[O:10])[CH2:6][CH2:5][N:4]1[C:13]([O:15][CH3:16])=[O:14]. (2) Given the reactants Br[CH2:2][C:3]1[CH:8]=[CH:7][C:6]([S:9]([CH3:37])(=[O:36])=[N:10][C:11](=[O:35])[C:12]2[CH:17]=[C:16]([C:18]#[C:19][C:20]3[CH:25]=[CH:24][CH:23]=[C:22]([NH:26][C:27]([C:29]4[O:30][CH:31]=[CH:32][C:33]=4[CH3:34])=[O:28])[CH:21]=3)[CH:15]=[N:14][CH:13]=2)=[CH:5][CH:4]=1.[N:38]1([CH2:44][CH2:45][O:46][CH2:47][CH2:48][OH:49])[CH2:43][CH2:42][NH:41][CH2:40][CH2:39]1, predict the reaction product. The product is: [OH:49][CH2:48][CH2:47][O:46][CH2:45][CH2:44][N:38]1[CH2:43][CH2:42][N:41]([CH2:2][C:3]2[CH:8]=[CH:7][C:6]([S:9]([CH3:37])(=[O:36])=[N:10][C:11](=[O:35])[C:12]3[CH:17]=[C:16]([C:18]#[C:19][C:20]4[CH:25]=[CH:24][CH:23]=[C:22]([NH:26][C:27]([C:29]5[O:30][CH:31]=[CH:32][C:33]=5[CH3:34])=[O:28])[CH:21]=4)[CH:15]=[N:14][CH:13]=3)=[CH:5][CH:4]=2)[CH2:40][CH2:39]1. (3) Given the reactants [C:1]([O:4][C:5]1[CH:6]=[CH:7][C:8]2[C:12]([O:13][C:14]3[CH:19]=[CH:18][C:17](/[CH:20]=[CH:21]/[C:22]([O:24]C(C)(C)C)=[O:23])=[CH:16][CH:15]=3)=[C:11]([C:29]3[CH:34]=[CH:33][CH:32]=[CH:31][C:30]=3[CH:35]([CH3:37])[CH3:36])[S:10][C:9]=2[CH:38]=1)(=[O:3])[CH3:2].C(O)(C(F)(F)F)=O, predict the reaction product. The product is: [C:1]([O:4][C:5]1[CH:6]=[CH:7][C:8]2[C:12]([O:13][C:14]3[CH:15]=[CH:16][C:17](/[CH:20]=[CH:21]/[C:22]([OH:24])=[O:23])=[CH:18][CH:19]=3)=[C:11]([C:29]3[CH:34]=[CH:33][CH:32]=[CH:31][C:30]=3[CH:35]([CH3:36])[CH3:37])[S:10][C:9]=2[CH:38]=1)(=[O:3])[CH3:2]. (4) Given the reactants [C:1]([C:5]1[CH:32]=[C:8]2[N:9]=[C:10]([CH3:31])[C:11]([CH:23]([CH2:28][CH2:29][CH3:30])[C:24]([O:26]C)=[O:25])=[C:12]([C:13]3[CH:21]=[C:20]4[C:16]([CH:17]=[CH:18][N:19]4[CH3:22])=[CH:15][CH:14]=3)[N:7]2[N:6]=1)([CH3:4])([CH3:3])[CH3:2].[OH-].[Na+], predict the reaction product. The product is: [C:1]([C:5]1[CH:32]=[C:8]2[N:9]=[C:10]([CH3:31])[C:11]([CH:23]([CH2:28][CH2:29][CH3:30])[C:24]([OH:26])=[O:25])=[C:12]([C:13]3[CH:21]=[C:20]4[C:16]([CH:17]=[CH:18][N:19]4[CH3:22])=[CH:15][CH:14]=3)[N:7]2[N:6]=1)([CH3:3])([CH3:4])[CH3:2]. (5) Given the reactants Cl[C:2]1[N:7]=[N:6][C:5]([C:8]([N:10]2[CH2:15][CH2:14][N:13]([C:16]3[C:21]([CH3:22])=[CH:20][C:19]([CH:23]4[CH2:25][CH2:24]4)=[CH:18][N:17]=3)[CH2:12][CH2:11]2)=[O:9])=[CH:4][CH:3]=1.[CH3:26][C:27]1([CH3:33])[O:31][C:30](=[O:32])[NH:29][CH2:28]1, predict the reaction product. The product is: [CH:23]1([C:19]2[CH:20]=[C:21]([CH3:22])[C:16]([N:13]3[CH2:14][CH2:15][N:10]([C:8]([C:5]4[N:6]=[N:7][C:2]([N:29]5[CH2:28][C:27]([CH3:33])([CH3:26])[O:31][C:30]5=[O:32])=[CH:3][CH:4]=4)=[O:9])[CH2:11][CH2:12]3)=[N:17][CH:18]=2)[CH2:25][CH2:24]1. (6) The product is: [Cl:26][C:27]1[CH:28]=[C:29]([C:2]2[C:3]([CH3:25])=[CH:4][CH:5]=[C:6]([NH:8][C:9]([C:11]3([C:14]4[CH:24]=[CH:23][C:17]5[O:18][C:19]([F:21])([F:22])[O:20][C:16]=5[CH:15]=4)[CH2:13][CH2:12]3)=[O:10])[N:7]=2)[C:30]([O:33][CH3:34])=[N:31][CH:32]=1. Given the reactants Cl[C:2]1[N:7]=[C:6]([NH:8][C:9]([C:11]2([C:14]3[CH:24]=[CH:23][C:17]4[O:18][C:19]([F:22])([F:21])[O:20][C:16]=4[CH:15]=3)[CH2:13][CH2:12]2)=[O:10])[CH:5]=[CH:4][C:3]=1[CH3:25].[Cl:26][C:27]1[CH:28]=[C:29](B2OC(C)(C)C(C)(C)O2)[C:30]([O:33][CH3:34])=[N:31][CH:32]=1.C(=O)([O-])[O-].[Na+].[Na+], predict the reaction product.